This data is from Forward reaction prediction with 1.9M reactions from USPTO patents (1976-2016). The task is: Predict the product of the given reaction. (1) Given the reactants [F:1][C:2]1[N:7]=[CH:6][C:5]([OH:8])=[CH:4][CH:3]=1.C([O-])([O-])=O.[Na+].[Na+].[I:15]I, predict the reaction product. The product is: [F:1][C:2]1[N:7]=[C:6]([I:15])[C:5]([OH:8])=[CH:4][CH:3]=1. (2) Given the reactants Cl.Cl.[NH2:3][CH2:4][C:5]1[NH:6][CH:7]=[CH:8][N:9]=1.[OH-].[Na+].C(=O)([O-])O.[Na+].[C:17](O[C:17]([O:19][C:20]([CH3:23])([CH3:22])[CH3:21])=[O:18])([O:19][C:20]([CH3:23])([CH3:22])[CH3:21])=[O:18].P([O-])([O-])(O)=O.[Na+].[Na+], predict the reaction product. The product is: [C:20]([O:19][C:17]([NH:3][CH2:4][C:5]1[NH:6][CH:7]=[CH:8][N:9]=1)=[O:18])([CH3:23])([CH3:22])[CH3:21]. (3) The product is: [O:3]1[C:4]2[CH:10]=[CH:9][CH:8]=[CH:7][C:5]=2[N:6]=[C:2]1[NH:11][C:12]1[CH:17]=[CH:16][C:15]([CH2:18][C:19]([O:21][CH2:22][CH3:23])=[O:20])=[CH:14][C:13]=1[Cl:24]. Given the reactants Cl[C:2]1[O:3][C:4]2[CH:10]=[CH:9][CH:8]=[CH:7][C:5]=2[N:6]=1.[NH2:11][C:12]1[CH:17]=[CH:16][C:15]([CH2:18][C:19]([O:21][CH2:22][CH3:23])=[O:20])=[CH:14][C:13]=1[Cl:24], predict the reaction product. (4) Given the reactants [F:1][C:2]([F:27])([F:26])[CH2:3][N:4]1[C:8]([C:9]2[CH:10]=[C:11]3[N:17]([N:18]=2)[C:16]2[CH:19]=[C:20]([C:23]([OH:25])=O)[CH:21]=[CH:22][C:15]=2[O:14][CH2:13][CH2:12]3)=[N:7][CH:6]=[N:5]1.C(OC([N:35]1[CH:39]=[C:38]([NH2:40])[CH:37]=[N:36]1)=O)(C)(C)C.C(O)(C(F)(F)F)=O, predict the reaction product. The product is: [NH:35]1[CH:39]=[C:38]([NH:40][C:23]([C:20]2[CH:21]=[CH:22][C:15]3[O:14][CH2:13][CH2:12][C:11]4[N:17]([N:18]=[C:9]([C:8]5[N:4]([CH2:3][C:2]([F:1])([F:27])[F:26])[N:5]=[CH:6][N:7]=5)[CH:10]=4)[C:16]=3[CH:19]=2)=[O:25])[CH:37]=[N:36]1. (5) The product is: [CH3:35][S:36]([OH:39])(=[O:38])=[O:37].[C:1](/[C:3](/[C:25]1[CH:30]=[CH:29][C:28]([O:31][CH3:32])=[C:27]([O:33][CH3:34])[CH:26]=1)=[CH:4]\[C:5]1[S:9][C:8]([N:10]2[CH2:11][CH2:12][CH:13]([O:16][C:17](=[O:24])[CH2:18][N:19]3[CH2:23][CH2:22][CH2:21][CH2:20]3)[CH2:14][CH2:15]2)=[CH:7][CH:6]=1)#[N:2]. Given the reactants [C:1](/[C:3](/[C:25]1[CH:30]=[CH:29][C:28]([O:31][CH3:32])=[C:27]([O:33][CH3:34])[CH:26]=1)=[CH:4]\[C:5]1[S:9][C:8]([N:10]2[CH2:15][CH2:14][CH:13]([O:16][C:17](=[O:24])[CH2:18][N:19]3[CH2:23][CH2:22][CH2:21][CH2:20]3)[CH2:12][CH2:11]2)=[CH:7][CH:6]=1)#[N:2].[CH3:35][S:36]([OH:39])(=[O:38])=[O:37].CCOCC.CC(O)C, predict the reaction product. (6) The product is: [CH2:1]([C:3]1[CH:4]=[C:5]([CH2:9][C:10]([O:12][CH2:13][CH3:14])=[O:11])[CH:6]=[CH:7][CH:8]=1)[CH3:2]. Given the reactants [CH:1]([C:3]1[CH:4]=[C:5]([CH2:9][C:10]([O:12][CH2:13][CH3:14])=[O:11])[CH:6]=[CH:7][CH:8]=1)=[CH2:2], predict the reaction product. (7) Given the reactants [CH3:1][O:2][C:3]1[CH:11]=[C:10]([O:12][CH3:13])[C:9]([CH:14]([CH3:16])[CH3:15])=[CH:8][C:4]=1[C:5](O)=[O:6].[CH3:17][N:18]1[C:26]2[C:21](=[CH:22][C:23]([NH2:27])=[CH:24][CH:25]=2)[C:20](C)=[CH:19]1.COC1C=CC(P2(SP(C3C=CC(OC)=CC=3)(=S)S2)=S)=CC=1.C(N)(=S)C1C=CC=CC=1.[NH2:60][NH2:61].C(=O)([O-])[O-].[K+].[K+].C(N(C(C)C)CC)(C)C.[CH:77]1[CH:82]=[CH:81][C:80]([N:83]=[C:84](Cl)Cl)=[CH:79][CH:78]=1, predict the reaction product. The product is: [C:5]([NH2:18])(=[O:6])[C:4]1[CH:8]=[CH:9][CH:10]=[CH:11][CH:3]=1.[CH:14]([C:9]1[C:10]([O:12][CH3:13])=[CH:11][C:3]([O:2][CH3:1])=[C:4]([C:5]2[N:27]([C:23]3[CH:22]=[C:21]4[C:26](=[CH:25][CH:24]=3)[N:18]([CH3:17])[CH:19]=[CH:20]4)[C:84]([NH:83][C:80]3[CH:81]=[CH:82][CH:77]=[CH:78][CH:79]=3)=[N:60][N:61]=2)[CH:8]=1)([CH3:16])[CH3:15].